Dataset: Reaction yield outcomes from USPTO patents with 853,638 reactions. Task: Predict the reaction yield, written as a fraction of the theoretical maximum amount of product (1.0 means a 100% yield; for example, 0.34 means a 34% yield). (1) The reactants are [NH2:1][C@@H:2]([C:6]([OH:8])=[O:7])[C@H:3]([CH3:5])[OH:4].C([O-])(O)=O.[Na+].[C:14]1([CH2:20][CH2:21][CH2:22][CH2:23][CH2:24][CH2:25][O:26][C:27](N2C=CC=CC2=O)=[O:28])[CH:19]=[CH:18][CH:17]=[CH:16][CH:15]=1. The catalyst is O.C1COCC1. The product is [OH:4][C@@H:3]([CH3:5])[C@@H:2]([NH:1][C:27]([O:26][CH2:25][CH2:24][CH2:23][CH2:22][CH2:21][CH2:20][C:14]1[CH:15]=[CH:16][CH:17]=[CH:18][CH:19]=1)=[O:28])[C:6]([OH:8])=[O:7]. The yield is 0.780. (2) The reactants are [Br:1][C:2]1[C:3](F)=[C:4]2[C:10]([NH:11][C:12](=[O:20])[C:13]3[CH:18]=[CH:17][CH:16]=[C:15]([CH3:19])[CH:14]=3)=[CH:9][NH:8][C:5]2=[N:6][CH:7]=1.[NH:22]1[CH2:27][CH2:26][CH2:25][C@@H:24]([NH:28][C:29](=[O:35])[O:30][C:31]([CH3:34])([CH3:33])[CH3:32])[CH2:23]1. The catalyst is CCCCO. The product is [Br:1][C:2]1[C:3]([N:22]2[CH2:27][CH2:26][CH2:25][C@@H:24]([NH:28][C:29](=[O:35])[O:30][C:31]([CH3:33])([CH3:32])[CH3:34])[CH2:23]2)=[C:4]2[C:10]([NH:11][C:12](=[O:20])[C:13]3[CH:18]=[CH:17][CH:16]=[C:15]([CH3:19])[CH:14]=3)=[CH:9][NH:8][C:5]2=[N:6][CH:7]=1. The yield is 0.470.